Dataset: Peptide-MHC class I binding affinity with 185,985 pairs from IEDB/IMGT. Task: Regression. Given a peptide amino acid sequence and an MHC pseudo amino acid sequence, predict their binding affinity value. This is MHC class I binding data. (1) The peptide sequence is GPAGYTAAL. The MHC is HLA-B46:01 with pseudo-sequence HLA-B46:01. The binding affinity (normalized) is 0.0847. (2) The MHC is HLA-A02:06 with pseudo-sequence HLA-A02:06. The peptide sequence is DLLLPSTDV. The binding affinity (normalized) is 0.357.